Dataset: Full USPTO retrosynthesis dataset with 1.9M reactions from patents (1976-2016). Task: Predict the reactants needed to synthesize the given product. The reactants are: Br[C:2]1[CH:3]=[N:4][C:5]2[N:6]([CH:8]=[C:9]([CH2:11][O:12][C:13]3[CH:18]=[CH:17][C:16]([F:19])=[CH:15][CH:14]=3)[N:10]=2)[CH:7]=1.[Cl:20][C:21]1[CH:22]=[N:23][CH:24]=[CH:25][C:26]=1B(O)O. Given the product [Cl:20][C:21]1[CH:22]=[N:23][CH:24]=[CH:25][C:26]=1[C:2]1[CH:3]=[N:4][C:5]2[N:6]([CH:8]=[C:9]([CH2:11][O:12][C:13]3[CH:18]=[CH:17][C:16]([F:19])=[CH:15][CH:14]=3)[N:10]=2)[CH:7]=1, predict the reactants needed to synthesize it.